This data is from Forward reaction prediction with 1.9M reactions from USPTO patents (1976-2016). The task is: Predict the product of the given reaction. Given the reactants [CH2:1]([C:3]1[CH:8]=[CH:7][C:6]([C@H:9]2[CH2:14][C@@H:13]([C:15]([F:18])([F:17])[F:16])[N:12]3[N:19]=[CH:20][C:21]([C:22]([OH:24])=O)=[C:11]3[NH:10]2)=[CH:5][CH:4]=1)[CH3:2].CN(C(ON1N=NC2C=CC=NC1=2)=[N+](C)C)C.F[P-](F)(F)(F)(F)F.C(N(CC)C(C)C)(C)C.[CH3:58][N:59]1[CH:63]=[CH:62][CH:61]=[C:60]1[CH2:64][NH2:65], predict the reaction product. The product is: [CH2:1]([C:3]1[CH:4]=[CH:5][C:6]([C@H:9]2[CH2:14][C@@H:13]([C:15]([F:18])([F:16])[F:17])[N:12]3[N:19]=[CH:20][C:21]([C:22]([NH:65][CH2:64][C:60]4[N:59]([CH3:58])[CH:63]=[CH:62][CH:61]=4)=[O:24])=[C:11]3[NH:10]2)=[CH:7][CH:8]=1)[CH3:2].